Dataset: Full USPTO retrosynthesis dataset with 1.9M reactions from patents (1976-2016). Task: Predict the reactants needed to synthesize the given product. (1) Given the product [Cl:1][C:2]1[CH:3]=[CH:4][C:5]([C:28]([F:31])([F:29])[F:30])=[C:6]([CH:27]=1)[CH2:7][N:8]1[CH2:13][CH2:12][NH:11][C:10]2[N:14]=[CH:15][C:16]([C:18]3[CH:26]=[CH:25][C:21]([C:22]([NH:38][CH2:37][C:36]4[CH:39]=[CH:40][CH:41]=[C:34]([O:33][CH3:32])[CH:35]=4)=[O:23])=[CH:20][CH:19]=3)=[CH:17][C:9]1=2, predict the reactants needed to synthesize it. The reactants are: [Cl:1][C:2]1[CH:3]=[CH:4][C:5]([C:28]([F:31])([F:30])[F:29])=[C:6]([CH:27]=1)[CH2:7][N:8]1[CH2:13][CH2:12][NH:11][C:10]2[N:14]=[CH:15][C:16]([C:18]3[CH:26]=[CH:25][C:21]([C:22](O)=[O:23])=[CH:20][CH:19]=3)=[CH:17][C:9]1=2.[CH3:32][O:33][C:34]1[CH:35]=[C:36]([CH:39]=[CH:40][CH:41]=1)[CH2:37][NH2:38]. (2) Given the product [CH3:1][C:2]1[C:7]([CH3:8])=[C:6]([N+:11]([O-:13])=[O:12])[C:5]([CH3:9])=[CH:4][N+:3]=1[O-:10], predict the reactants needed to synthesize it. The reactants are: [CH3:1][C:2]1[C:7]([CH3:8])=[CH:6][C:5]([CH3:9])=[CH:4][N+:3]=1[O-:10].[N+:11]([O-])([OH:13])=[O:12].[OH-].[Na+]. (3) The reactants are: [OH:1][C:2]1[CH:3]=[C:4]2[C:9](=[CH:10][CH:11]=1)[N:8]=[CH:7][CH:6]=[CH:5]2.C(=O)([O-])[O-].[K+].[K+].Br[CH:19]([CH2:29][O:30][CH3:31])[C:20]([NH:22][C:23]([CH3:28])([CH3:27])[C:24]#[C:25][CH3:26])=[O:21]. Given the product [N:8]1[C:9]2[C:4](=[CH:3][C:2]([O:1][CH:19]([CH2:29][O:30][CH3:31])[C:20]([NH:22][C:23]([CH3:28])([C:24]#[C:25][CH3:26])[CH3:27])=[O:21])=[CH:11][CH:10]=2)[CH:5]=[CH:6][CH:7]=1, predict the reactants needed to synthesize it.